Task: Predict the reaction yield, written as a fraction of the theoretical maximum amount of product (1.0 means a 100% yield; for example, 0.34 means a 34% yield).. Dataset: Reaction yield outcomes from USPTO patents with 853,638 reactions (1) The yield is 0.900. The product is [NH2:15][N:9]1[CH:8]([C:5]2[CH:6]=[CH:7][C:2]([F:1])=[CH:3][CH:4]=2)[CH2:13][CH2:12][CH2:11][C:10]1=[O:14]. The catalyst is C(Cl)Cl.CCOC(C)=O. The reactants are [F:1][C:2]1[CH:7]=[CH:6][C:5]([CH:8]2[CH2:13][CH2:12][CH2:11][C:10](=[O:14])[N:9]2[NH:15]C(=O)OC(C)(C)C)=[CH:4][CH:3]=1.C(O)(C(F)(F)F)=O. (2) The reactants are Br[C:2]1[S:6][C:5]([C:7]2[CH:12]=[CH:11][CH:10]=[CH:9][CH:8]=2)=[N:4][C:3]=1[C:13]([O:15][CH2:16][CH3:17])=[O:14].[CH2:18]([O:21][CH3:22])[C:19]#[CH:20].O. The catalyst is C(COC)OC.Cl[Pd](Cl)([P](C1C=CC=CC=1)(C1C=CC=CC=1)C1C=CC=CC=1)[P](C1C=CC=CC=1)(C1C=CC=CC=1)C1C=CC=CC=1.[Cu]I. The product is [CH3:22][O:21][CH2:18][C:19]#[C:20][C:2]1[S:6][C:5]([C:7]2[CH:12]=[CH:11][CH:10]=[CH:9][CH:8]=2)=[N:4][C:3]=1[C:13]([O:15][CH2:16][CH3:17])=[O:14]. The yield is 0.880. (3) The reactants are [Cl:1][C:2]1[N:10]=[C:9]2[C:5]([NH:6][CH:7]=[N:8]2)=[C:4]([Cl:11])[N:3]=1.C(=O)([O-])[O-].[K+].[K+].[F:18][C:19]1[CH:26]=[CH:25][CH:24]=[C:23]([F:27])[C:20]=1[CH2:21]Br. The catalyst is CS(C)=O. The product is [Cl:1][C:2]1[N:10]=[C:9]2[C:5]([N:6]=[CH:7][N:8]2[CH2:21][C:20]2[C:19]([F:18])=[CH:26][CH:25]=[CH:24][C:23]=2[F:27])=[C:4]([Cl:11])[N:3]=1. The yield is 0.610. (4) The reactants are [Si:1]([O:8][CH2:9][CH:10]=O)([C:4]([CH3:7])([CH3:6])[CH3:5])([CH3:3])[CH3:2].Cl.[NH2:13][C@@H:14]1[CH2:19][CH2:18][CH2:17][N:16]([C:20]2[C:25]([Br:26])=[CH:24][N:23]=[C:22]3[NH:27][CH:28]=[C:29]([NH:30][C:31](=[O:40])[C:32]4[CH:37]=[CH:36][C:35]([F:38])=[C:34]([Cl:39])[CH:33]=4)[C:21]=23)[CH2:15]1.CCN(C(C)C)C(C)C.C(OC)(OC)OC.[BH4-].[Na+].C([O-])(O)=O.[Na+]. The catalyst is CO.C(Cl)Cl. The product is [Br:26][C:25]1[C:20]([N:16]2[CH2:17][CH2:18][CH2:19][C@@H:14]([NH:13][CH2:10][CH2:9][O:8][Si:1]([C:4]([CH3:5])([CH3:6])[CH3:7])([CH3:2])[CH3:3])[CH2:15]2)=[C:21]2[C:29]([NH:30][C:31](=[O:40])[C:32]3[CH:37]=[CH:36][C:35]([F:38])=[C:34]([Cl:39])[CH:33]=3)=[CH:28][NH:27][C:22]2=[N:23][CH:24]=1. The yield is 0.390. (5) The reactants are [CH2:1]([C:3]1[N:7]([C:8]2[N:16]=[C:15]3[C:11]([N:12]=[C:13]([CH:18]=O)[N:14]3[CH3:17])=[C:10]([N:20]3[CH2:25][CH2:24][O:23][CH2:22][CH2:21]3)[N:9]=2)[C:6]2[CH:26]=[CH:27][CH:28]=[CH:29][C:5]=2[N:4]=1)[CH3:2].[N:30]1([C:34]([C@H:36]2[CH2:40][CH2:39][NH:38][CH2:37]2)=[O:35])[CH2:33][CH2:32][CH2:31]1.C(O[BH-](OC(=O)C)OC(=O)C)(=O)C.[Na+]. The catalyst is ClCCCl. The product is [N:30]1([C:34]([C@H:36]2[CH2:40][CH2:39][N:38]([CH2:18][C:13]3[N:14]([CH3:17])[C:15]4[C:11]([N:12]=3)=[C:10]([N:20]3[CH2:21][CH2:22][O:23][CH2:24][CH2:25]3)[N:9]=[C:8]([N:7]3[C:6]5[CH:26]=[CH:27][CH:28]=[CH:29][C:5]=5[N:4]=[C:3]3[CH2:1][CH3:2])[N:16]=4)[CH2:37]2)=[O:35])[CH2:31][CH2:32][CH2:33]1. The yield is 0.460. (6) The catalyst is C(OCC)(=O)C.[Fe]. The reactants are [F:1][C:2]1[CH:7]=[C:6]([N+:8]([O-])=O)[CH:5]=[CH:4][C:3]=1[CH2:11][CH2:12][CH2:13][C:14]#[N:15].C(O)(=O)C. The yield is 0.830. The product is [NH2:8][C:6]1[CH:5]=[CH:4][C:3]([CH2:11][CH2:12][CH2:13][C:14]#[N:15])=[C:2]([F:1])[CH:7]=1. (7) The reactants are [CH:1]([N:4]1[C:8]([C:9]2[N:18]=[C:17]3[N:11]([CH2:12][CH2:13][O:14][C:15]4[CH:22]=[C:21]([OH:23])[CH:20]=[CH:19][C:16]=43)[CH:10]=2)=[N:7][CH:6]=[N:5]1)([CH3:3])[CH3:2].[CH2:24]([O:31][C:32]([N:34]1[CH2:39][CH2:38][CH:37]([CH:40](O)[CH3:41])[CH2:36][CH2:35]1)=[O:33])[C:25]1[CH:30]=[CH:29][CH:28]=[CH:27][CH:26]=1.C1C=CC(P(C2C=CC=CC=2)C2C=CC=CC=2)=CC=1.CC(OC(/N=N/C(OC(C)C)=O)=O)C. The catalyst is O1CCOCC1. The product is [CH2:24]([O:31][C:32]([N:34]1[CH2:39][CH2:38][CH:37]([CH:40]([O:23][C:21]2[CH:20]=[CH:19][C:16]3[C:17]4[N:11]([CH2:12][CH2:13][O:14][C:15]=3[CH:22]=2)[CH:10]=[C:9]([C:8]2[N:4]([CH:1]([CH3:3])[CH3:2])[N:5]=[CH:6][N:7]=2)[N:18]=4)[CH3:41])[CH2:36][CH2:35]1)=[O:33])[C:25]1[CH:26]=[CH:27][CH:28]=[CH:29][CH:30]=1. The yield is 0.620.